Dataset: Reaction yield outcomes from USPTO patents with 853,638 reactions. Task: Predict the reaction yield, written as a fraction of the theoretical maximum amount of product (1.0 means a 100% yield; for example, 0.34 means a 34% yield). (1) The reactants are [CH3:1][O:2][C:3](=[O:18])[C:4]1[CH:9]=[C:8]([N+:10]([O-:12])=[O:11])[C:7]([C:13]([F:16])([F:15])[F:14])=[CH:6][C:5]=1[NH2:17].[C:19](Cl)(Cl)=[O:20]. The catalyst is C1(C)C=CC=CC=1. The product is [CH3:1][O:2][C:3](=[O:18])[C:4]1[CH:9]=[C:8]([N+:10]([O-:12])=[O:11])[C:7]([C:13]([F:16])([F:15])[F:14])=[CH:6][C:5]=1[N:17]=[C:19]=[O:20]. The yield is 1.00. (2) The reactants are [C:1]1([OH:7])[CH:6]=[CH:5][CH:4]=[CH:3][CH:2]=1.[H-].[Na+].Cl[C:11]1[N:16]=[CH:15][C:14]([C:17]([C:19]2[CH:35]=[CH:34][C:33]([O:36][CH3:37])=[CH:32][C:20]=2[O:21][C:22]([CH3:31])([CH3:30])[C:23]([O:25][C:26]([CH3:29])([CH3:28])[CH3:27])=[O:24])=[O:18])=[CH:13][CH:12]=1.[Cl-].[NH4+]. The yield is 0.940. The product is [CH3:37][O:36][C:33]1[CH:34]=[CH:35][C:19]([C:17]([C:14]2[CH:15]=[N:16][C:11]([O:7][C:1]3[CH:6]=[CH:5][CH:4]=[CH:3][CH:2]=3)=[CH:12][CH:13]=2)=[O:18])=[C:20]([CH:32]=1)[O:21][C:22]([CH3:31])([CH3:30])[C:23]([O:25][C:26]([CH3:29])([CH3:28])[CH3:27])=[O:24]. The catalyst is CN(C)C=O. (3) The reactants are [F:1][C:2]1([F:32])[CH2:7][CH2:6][CH:5]([NH:8][C:9]([C:11]2[N:12]=[C:13]([C:24]3[CH:29]=[CH:28][C:27]([Cl:30])=[CH:26][C:25]=3[Cl:31])[N:14]([C:17]3[CH:22]=[CH:21][C:20]([OH:23])=[CH:19][CH:18]=3)[C:15]=2[CH3:16])=[O:10])[CH2:4][CH2:3]1.N1C=CN=C1.[C:38]([Si:42]([CH3:45])([CH3:44])Cl)([CH3:41])([CH3:40])[CH3:39]. The yield is 0.880. The product is [F:32][C:2]1([F:1])[CH2:3][CH2:4][CH:5]([NH:8][C:9]([C:11]2[N:12]=[C:13]([C:24]3[CH:29]=[CH:28][C:27]([Cl:30])=[CH:26][C:25]=3[Cl:31])[N:14]([C:17]3[CH:18]=[CH:19][C:20]([O:23][Si:42]([C:38]([CH3:41])([CH3:40])[CH3:39])([CH3:45])[CH3:44])=[CH:21][CH:22]=3)[C:15]=2[CH3:16])=[O:10])[CH2:6][CH2:7]1. The catalyst is ClCCl.O. (4) The reactants are [Cl:1][C:2]1[CH:7]=[CH:6][C:5]([CH2:8][C:9]#[N:10])=[C:4]([F:11])[CH:3]=1.[Cl:12][C:13]1[CH:14]=[C:15]([CH:18]=[CH:19][C:20]=1[Cl:21])[CH:16]=O.C[O-].[Na+]. The catalyst is CO. The product is [Cl:1][C:2]1[CH:7]=[CH:6][C:5](/[C:8](=[CH:16]/[C:15]2[CH:18]=[CH:19][C:20]([Cl:21])=[C:13]([Cl:12])[CH:14]=2)/[C:9]#[N:10])=[C:4]([F:11])[CH:3]=1. The yield is 0.760. (5) The reactants are [Cl-].O[NH3+:3].[C:4](=[O:7])([O-])[OH:5].[Na+].CS(C)=O.[CH3:13][C:14]1[N:42]=[C:17]2[N:18]([CH3:41])[C:19](=[O:40])[C:20]([CH2:25][C:26]3[CH:31]=[CH:30][C:29]([C:32]4[C:33]([C:38]#[N:39])=[CH:34][CH:35]=[CH:36][CH:37]=4)=[CH:28][CH:27]=3)=[C:21]([CH2:22][CH2:23][CH3:24])[N:16]2[N:15]=1. The catalyst is C(OCC)(=O)C. The product is [CH3:13][C:14]1[N:42]=[C:17]2[N:18]([CH3:41])[C:19](=[O:40])[C:20]([CH2:25][C:26]3[CH:31]=[CH:30][C:29]([C:32]4[CH:37]=[CH:36][CH:35]=[CH:34][C:33]=4[C:38]4[NH:3][C:4](=[O:7])[O:5][N:39]=4)=[CH:28][CH:27]=3)=[C:21]([CH2:22][CH2:23][CH3:24])[N:16]2[N:15]=1. The yield is 0.530. (6) The reactants are Cl[C:2]1[CH:3]=[CH:4][C:5]([N+:10]([O-:12])=[O:11])=[C:6]([NH:8][CH3:9])[CH:7]=1.[CH3:13][C:14]1[CH:15]=[C:16]([OH:24])[CH:17]=[C:18]([CH3:23])[C:19]=1[N+:20]([O-:22])=[O:21].CC(C)([O-])C.[K+].Cl. The catalyst is CN(C)C(=O)C. The product is [CH3:23][C:18]1[CH:17]=[C:16]([CH:15]=[C:14]([CH3:13])[C:19]=1[N+:20]([O-:22])=[O:21])[O:24][C:2]1[CH:3]=[CH:4][C:5]([N+:10]([O-:12])=[O:11])=[C:6]([NH:8][CH3:9])[CH:7]=1. The yield is 0.800. (7) The reactants are [Br:1][C:2]1[CH:3]=[C:4]([CH2:8][C:9]([OH:11])=[O:10])[CH:5]=[CH:6][CH:7]=1.Cl.[CH3:13]O. No catalyst specified. The product is [CH3:13][O:10][C:9](=[O:11])[CH2:8][C:4]1[CH:5]=[CH:6][CH:7]=[C:2]([Br:1])[CH:3]=1. The yield is 0.960. (8) The reactants are [NH2:1][C:2]1[CH:3]=[C:4]([CH:14]=[CH:15][CH:16]=1)[O:5][C:6]1[N:11]=[CH:10][N:9]=[C:8]([NH2:12])[C:7]=1Cl.[O:17]([C:24]1[CH:29]=[CH:28][C:27](B(O)O)=[CH:26][CH:25]=1)[C:18]1[CH:23]=[CH:22][CH:21]=[CH:20][CH:19]=1.C1(P(C2CCCCC2)C2C=CC=CC=2C2C(OC)=CC=CC=2OC)CCCCC1.C(=O)([O-])[O-].[K+].[K+].[O-]S([O-])(=O)=O.[Na+].[Na+]. The catalyst is O1CCOCC1.O.C([O-])(=O)C.[Pd+2].C([O-])(=O)C. The product is [NH2:1][C:2]1[CH:3]=[C:4]([CH:14]=[CH:15][CH:16]=1)[O:5][C:6]1[N:11]=[CH:10][N:9]=[C:8]([NH2:12])[C:7]=1[C:27]1[CH:28]=[CH:29][C:24]([O:17][C:18]2[CH:23]=[CH:22][CH:21]=[CH:20][CH:19]=2)=[CH:25][CH:26]=1. The yield is 0.740. (9) The reactants are [C@H:1]1([NH2:11])[C:10]2[C:5](=[CH:6][CH:7]=[CH:8][CH:9]=2)[CH2:4][CH2:3][CH2:2]1.[Cl:12][C:13]1[CH:18]=[N:17][CH:16]=[C:15](Cl)[N:14]=1. No catalyst specified. The product is [Cl:12][C:13]1[N:14]=[C:15]([NH:11][C@H:1]2[C:10]3[C:5](=[CH:6][CH:7]=[CH:8][CH:9]=3)[CH2:4][CH2:3][CH2:2]2)[CH:16]=[N:17][CH:18]=1. The yield is 0.740. (10) No catalyst specified. The yield is 0.860. The product is [F:29][C:3]([F:2])([F:28])[C:4]1[CH:5]=[C:6]([CH:21]=[C:22]([C:24]([F:27])([F:25])[F:26])[CH:23]=1)[CH2:7][O:8][C@H:9]1[CH2:14][CH2:13][N:12]([CH2:31][C:32]#[N:33])[CH2:11][C@H:10]1[C:15]1[CH:16]=[CH:17][CH:18]=[CH:19][CH:20]=1. The reactants are Cl.[F:2][C:3]([F:29])([F:28])[C:4]1[CH:5]=[C:6]([CH:21]=[C:22]([C:24]([F:27])([F:26])[F:25])[CH:23]=1)[CH2:7][O:8][C@H:9]1[CH2:14][CH2:13][NH:12][CH2:11][C@H:10]1[C:15]1[CH:20]=[CH:19][CH:18]=[CH:17][CH:16]=1.Br[CH2:31][C:32]#[N:33].